This data is from TCR-epitope binding with 47,182 pairs between 192 epitopes and 23,139 TCRs. The task is: Binary Classification. Given a T-cell receptor sequence (or CDR3 region) and an epitope sequence, predict whether binding occurs between them. (1) The TCR CDR3 sequence is CASSSPSGGAPYNEQFF. The epitope is HPKVSSEVHI. Result: 0 (the TCR does not bind to the epitope). (2) The epitope is YLQPRTFLL. The TCR CDR3 sequence is CSARDSRAQNTGELFF. Result: 1 (the TCR binds to the epitope). (3) The epitope is FLNGSCGSV. The TCR CDR3 sequence is CASSLTGTGGDEQFF. Result: 1 (the TCR binds to the epitope). (4) The epitope is AYAQKIFKI. The TCR CDR3 sequence is CASSQDPSGVYNEQFF. Result: 0 (the TCR does not bind to the epitope). (5) The epitope is GLIYNRMGAVTTEV. The TCR CDR3 sequence is CASSLRGAYEQYF. Result: 0 (the TCR does not bind to the epitope).